From a dataset of Full USPTO retrosynthesis dataset with 1.9M reactions from patents (1976-2016). Predict the reactants needed to synthesize the given product. The reactants are: [CH3:1][C:2]1[CH:6]=[CH:5][NH:4][N:3]=1.[H-].[Na+].Cl[C:10]1[N:19]=[C:18]([CH3:20])[CH:17]=[CH:16][C:11]=1[C:12]([O:14][CH3:15])=[O:13]. Given the product [CH3:20][C:18]1[CH:17]=[CH:16][C:11]([C:12]([O:14][CH3:15])=[O:13])=[C:10]([N:4]2[CH:5]=[CH:6][C:2]([CH3:1])=[N:3]2)[N:19]=1, predict the reactants needed to synthesize it.